The task is: Predict which catalyst facilitates the given reaction.. This data is from Catalyst prediction with 721,799 reactions and 888 catalyst types from USPTO. (1) Reactant: C(N(C(C)C)CC)(C)C.[Cl:10][C:11]1[N:20]=[C:19](Cl)[C:18]2[CH2:17][CH2:16][CH2:15][CH2:14][C:13]=2[N:12]=1.[CH3:22][NH:23][C@H:24]1[CH2:28][CH2:27][NH:26][CH2:25]1.[C:40]([O:39][C:37](O[C:37]([O:39][C:40]([CH3:43])([CH3:42])[CH3:41])=[O:38])=[O:38])([CH3:43])([CH3:42])[CH3:41]. Product: [Cl:10][C:11]1[N:20]=[C:19]([N:26]2[CH2:27][CH2:28][C@H:24]([N:23]([CH3:22])[C:37](=[O:38])[O:39][C:40]([CH3:41])([CH3:42])[CH3:43])[CH2:25]2)[C:18]2[CH2:17][CH2:16][CH2:15][CH2:14][C:13]=2[N:12]=1. The catalyst class is: 526. (2) Reactant: [N+:1]([C:4]1[C:5]([F:13])=[C:6]([CH:9]=[CH:10][C:11]=1[F:12])[C:7]#[N:8])([O-])=O.[ClH:14]. Product: [NH2:1][C:4]1[C:5]([F:13])=[C:6]([CH:9]=[CH:10][C:11]=1[F:12])[CH2:7][NH2:8].[ClH:14]. The catalyst class is: 43. (3) Reactant: [Cl:1][C:2]1[C:3]2[CH:18]=[C:17]([O:19][CH3:20])[C:16]([O:21]C)=[CH:15][C:4]=2[S:5][C:6]=1[C:7]([N:9]1[CH2:14][CH2:13][O:12][CH2:11][CH2:10]1)=[O:8].[Cl-].[Al+3].[Cl-].[Cl-].Cl. Product: [Cl:1][C:2]1[C:3]2[CH:18]=[C:17]([O:19][CH3:20])[C:16]([OH:21])=[CH:15][C:4]=2[S:5][C:6]=1[C:7]([N:9]1[CH2:10][CH2:11][O:12][CH2:13][CH2:14]1)=[O:8]. The catalyst class is: 4. (4) Reactant: [F:1][C:2]1[CH:7]=[C:6]([F:8])[CH:5]=[C:4](F)[C:3]=1[N+:10]([O-:12])=[O:11].[CH3:13][NH2:14]. Product: [F:1][C:2]1[C:3]([N+:10]([O-:12])=[O:11])=[C:4]([CH:5]=[C:6]([F:8])[CH:7]=1)[NH:14][CH3:13]. The catalyst class is: 5. (5) Reactant: [CH2:1]([O:8][C:9]1[CH:10]=[N:11][CH:12]=[C:13](Br)[CH:14]=1)[C:2]1[CH:7]=[CH:6][CH:5]=[CH:4][CH:3]=1.C([Mg]Cl)(C)C.CN(C)[CH:23]=[O:24]. Product: [CH2:1]([O:8][C:9]1[CH:10]=[N:11][CH:12]=[C:13]([CH:23]=[O:24])[CH:14]=1)[C:2]1[CH:7]=[CH:6][CH:5]=[CH:4][CH:3]=1. The catalyst class is: 7. (6) Reactant: [F:1][C:2]1[CH:7]=[CH:6][C:5]([CH:8]2[CH2:13][CH:12]([C:14]([O:16][CH3:17])=[O:15])[CH2:11][CH2:10][NH:9]2)=[CH:4][CH:3]=1.CCN(C(C)C)C(C)C.Cl[C:28]([O:30][CH3:31])=[O:29]. Product: [F:1][C:2]1[CH:7]=[CH:6][C:5]([CH:8]2[CH2:13][CH:12]([C:14]([O:16][CH3:17])=[O:15])[CH2:11][CH2:10][N:9]2[C:28]([O:30][CH3:31])=[O:29])=[CH:4][CH:3]=1. The catalyst class is: 2. (7) Reactant: [Cl:1][C:2]1[CH:11]=[C:10]2[C:5]([CH2:6][CH2:7][NH:8][C:9]2=[O:12])=[CH:4][CH:3]=1.Br[C:14]1[CH:15]=[N:16][CH:17]=[CH:18][C:19]=1[CH2:20][CH3:21].P([O-])([O-])([O-])=O.[K+].[K+].[K+]. Product: [Cl:1][C:2]1[CH:11]=[C:10]2[C:5]([CH2:6][CH2:7][N:8]([C:14]3[CH:15]=[N:16][CH:17]=[CH:18][C:19]=3[CH2:20][CH3:21])[C:9]2=[O:12])=[CH:4][CH:3]=1. The catalyst class is: 246. (8) Reactant: C([Li])CCC.Br[C:7]1[CH:12]=[CH:11][C:10]([F:13])=[CH:9][N:8]=1.CN(C)[CH:16]=[O:17].[BH4-].[Na+]. Product: [F:13][C:10]1[CH:11]=[CH:12][C:7]([CH2:16][OH:17])=[N:8][CH:9]=1. The catalyst class is: 133. (9) Reactant: [F:1][C:2]1[C:3]([NH:23][C:24]2[CH:29]=[CH:28][C:27](I)=[CH:26][C:25]=2[F:31])=[C:4]([CH:9]([OH:22])[CH2:10][O:11][Si:12]([CH:19]([CH3:21])[CH3:20])([CH:16]([CH3:18])[CH3:17])[CH:13]([CH3:15])[CH3:14])[CH:5]=[CH:6][C:7]=1[F:8].[CH3:32][CH2:33]CCCC.C(OCC)C. Product: [F:1][C:2]1[C:3]([NH:23][C:24]2[CH:29]=[CH:28][C:27]([CH:32]=[CH2:33])=[CH:26][C:25]=2[F:31])=[C:4]([CH:9]([OH:22])[CH2:10][O:11][Si:12]([CH:19]([CH3:21])[CH3:20])([CH:16]([CH3:18])[CH3:17])[CH:13]([CH3:15])[CH3:14])[CH:5]=[CH:6][C:7]=1[F:8]. The catalyst class is: 45.